This data is from B-cell epitopes from PDB crystal structures with 447 antigens. The task is: Token-level Classification. Given an antigen amino acid sequence, predict which amino acid positions are active epitope sites capable of antibody binding. Output is a list of indices for active positions. (1) Given the antigen sequence: PGDQICIGYHANNSTEKVDTILERNVTVTHAKDILEKTHNGKLCKLNGIPPLELGDCSIAGWLLGNPECDRLLSVPEWSYIMEKENPRDGLCYPGSFNDYEELKHLLSSVKHFEKVKILPKDRWTQHTTTGGSRACAVSGNPSFFRNMVWLTEKGSNYPVAKGSYNNTSGEQMLIIWGVHHPNDETEQRTLYQNVGTYVSVGTSTLNKRSTPEIATRPKVNGQGGRMEFSWTLLDMWDTINFESTGNLIAPEYGFKISKRGSSGIMKTEGTLENCETKCQTPLGAINTTLPFHNVHPLTIGECPKYVKSEKLVLATGLRNVPQI, which amino acid positions are active epitope sites? The epitope positions are: [9, 29, 30, 31, 288, 289, 290, 315]. The amino acids at these positions are: HHAKTLPT. (2) Given the antigen sequence: PISPIETVPVKLKPGMDGPKVKQWPLTEEKIKALVEICTEMEKEGKISKIGPENPYNTPVFAIKKKDSTKWRKLVDFRELNKRTQDFWEVQLGIPHPAGLKKKKSVTVLDVGDAYFSVPLDEDFRKYTAFTIPSINNETPGIRYQYNVLPQGWKGSPAIFQSSMTKILEPFKKQNPDIVIYQYMDDLYVGSDLEIGQHRTKIEELRQHLLRWGLTTPDKKHQKEPPFLWMGYELHPDKWTVQPIVLPEKDSWTVNDIQKLVGKLNWASQIYPGIKVRQLSKLLRGTKALTEVIPLTEEAELELAENREILKEPVHGVYYDPSKDLIAEIQKQGQGQWTYQIYQEPFKNLKTGKYARMRGAHTNDVKQLTEAVQKITTESIVIWGKTPKFKLPIQKETWETWWTEYWQATWIPEWEFVNTPPLVKLWYQL, which amino acid positions are active epitope sites? The epitope positions are: [198, 199, 220, 221, 222, 223, 224, 225, 226, 227, 228, 229, 230, 357, 358]. The amino acids at these positions are: RTHQKEPPFLWMGRG. (3) Given the antigen sequence: EFEGRWRVIPHDVLPDWLKDNDFLLHGHRPPMPSFRACFKSIFRIHTETGNIWTHLLGCVFFLCLGIFYMFRISFVAPLQEKVVFGLFFLGAILCLSFSWLFHTVYCHSEGVSRLFSKLDYSGIALLIMGSFVPWLYYSFYCNPQPCFIYLIVICVLGIAAIIVSQWDMFATPQYRGVRAGVFLGLGLSGIIPTLHYVISEGFLKAATIIGWLMLMASLYITGAALYAARIPERFFPGKCDIWFHSHQLFHIFVVAGAFVHFHGVSNLQEFRFMIGGGCSEED, which amino acid positions are active epitope sites? The epitope positions are: [1, 2, 3, 4, 5, 6, 8, 9, 25, 29, 30, 31, 32, 33, 35]. The amino acids at these positions are: FEGRWRIPHPPMPSR. (4) Given the antigen sequence: MKYQLPNFTAETPIQNVILHEHHIFLGATNYIYVLNEEDLQKVAEYKTGPVLEHPDCFPCQDCSSKANLSGGVWKDNINMALVVDTYYDDQLISCGSVNRGTCQRHVFPHNHTADIQSEVHCIFSPQIEEPSQCPDCVVSALGAKVLSSVKDRFINFFVGNTINSSYFPDHPLHSISVRRLKETKDGFMFLTDQSYIDVLPEFRDSYPIKYVHAFESNNFIYFLTVQRETLDAQTFHTRIIRFCSINSGLHSYMEMPLECILTKEVFNILQAAYVSKPGAQLARQIGASLNDDILFGVFAQSKPDSAEPMDRSAMCAFPIKYVNDFFNKIVNKNNVRCLQHFYGPNHEHCEYRTEFTTALQRVDLFMGQFSEVLLTSISTFIKGDLTIANLGTSEGRFMQVVVSRSGPSTPHVNFLLDSHPVSPEVIVEHTLNNGYTLVITGKKITKIPLNGLGCRHFQSCSQCLSAPPFVQCGWCHDKCVRSEECLSGTWTQQICLPA, which amino acid positions are active epitope sites? The epitope positions are: [278, 279, 280, 283, 284, 285, 286, 287, 288, 289, 290, 291, 320, 321, 361, 381, 383, 384, 404]. The amino acids at these positions are: GAQRQIGASLNDKYRIGDR. (5) Given the antigen sequence: GLFGAIAGFIEGGWTGMVDGWYGYHHQNEQGSGYAADLKSTQNAIDEITNKVNSVIEKMNTQFTAVGKEFNHLEKRIENLNKKVDDGFLDIWTYNAELLVLLENERTLDYHDSNVKNLYEKVRSQLKNNAKEIGNGCFEFYHKCDNTCMESVKNGTYDYPKYSEEAKLNREEI, which amino acid positions are active epitope sites? The epitope positions are: [18, 20, 37, 38, 40, 41, 42, 44, 45, 48, 52, 55, 56]. The amino acids at these positions are: DWLKTQNIDTNIE. (6) Given the antigen sequence: DKPVAHVVANPQAEGQLQWLNRRANALLANGVELRDNQLVVPSEGLYLIYSQVLFKGQGCPSTHVLLTHTISRIAVSYQTKVNLLSAIKSPCQRETPEGAEAKPWYEPIYLGGVFQLEKGDRLSAEINRPDYLDFAESGQVYFGIIAL, which amino acid positions are active epitope sites? The epitope positions are: [57, 60, 61, 63, 65, 67, 87, 95, 97, 98, 99, 100, 101, 127, 128, 129, 130, 131]. The amino acids at these positions are: QPSHLTITEGAEANRPDY. (7) Given the antigen sequence: PPITNLRMKAKAQQLTWDLNRNVTDIECVKDADYSMPAVNNSYCQFGAISLCEVTNYTVRVANPPFSTWILFPENSGKPWAGAENLTCWIHDVDFLSCSWAVGPGAPADVQYDLYLNVAKRQQYECLHYKTDAQGTRIGCRFDDISRLSSGSQSSHILVRGRSAAFGIPCTDKFVVFSQIEILTPPNMTAKSFMHWKMRSHFNRKFRYELQIQVITEQVRDRTSFQLYTVQIRARERVYEFLSAWSTPQRF, which amino acid positions are active epitope sites? The epitope positions are: [23, 24, 26, 31, 32, 33, 34, 35, 36, 37, 57, 59, 60, 61, 62, 64, 65, 66]. The amino acids at these positions are: TDEADYSMPATRVANPFS. (8) Given the antigen sequence: PEPVVAVALGASRQLTCRLACADRGASVQWRGLDTSLGAVQSDTGRSVLTVRNASLSAAGTRVCVGSCGGRTFQHTVQLLVYAFPNQLTVSPAALVPGDPEVACTAHKVTPVDPNALSFSLLVGGQELEGAQALGPEVQQEPIGGDVLFRVTERWRLPPLGTPVPPALYCQATMRLPGLELSHRQAIPVLGGENLYFQ, which amino acid positions are active epitope sites? The epitope positions are: [25, 26, 28, 31, 32, 33, 34, 35, 36, 37, 38, 39, 40, 41, 42, 43, 56, 124, 125, 165... (27 total positions)]. The amino acids at these positions are: ASQGLDTSLGAVQSDTSGQPYGLELSR.